Dataset: Reaction yield outcomes from USPTO patents with 853,638 reactions. Task: Predict the reaction yield, written as a fraction of the theoretical maximum amount of product (1.0 means a 100% yield; for example, 0.34 means a 34% yield). (1) The reactants are [CH3:1][S:2]([C:5]1[CH:10]=[CH:9][C:8]([C:11]([CH3:37])=[C:12]([C:29]2[CH:34]=[CH:33][C:32]([O:35]C)=[CH:31][CH:30]=2)[O:13][C:14]2[CH:28]=[CH:27][C:17]([O:18][CH2:19][CH2:20][N:21]3[CH2:26][CH2:25][CH2:24][CH2:23][CH2:22]3)=[CH:16][CH:15]=2)=[CH:7][C:6]=1[C:38]([F:41])([F:40])[F:39])(=[O:4])=[O:3].[ClH:42].B(Br)(Br)Br.[CH3:47]O. The catalyst is C(OCC)(=O)C.C(OCC)C.O.ClCCl. The product is [ClH:42].[CH3:1][S:2]([C:5]1[CH:10]=[CH:9][C:8]([C:11]2[C:12]([O:13][C:14]3[CH:15]=[CH:16][C:17]([O:18][CH2:19][CH2:20][N:21]4[CH2:22][CH2:23][CH2:24][CH2:25][CH2:26]4)=[CH:27][CH:28]=3)=[C:29]3[C:34](=[CH:47][CH:37]=2)[CH:33]=[C:32]([OH:35])[CH:31]=[CH:30]3)=[CH:7][C:6]=1[C:38]([F:40])([F:41])[F:39])(=[O:4])=[O:3]. The yield is 0.530. (2) The yield is 0.930. The catalyst is N1C=CC=CC=1.CN(C=O)C. The reactants are [F:1][C:2]1[CH:3]=[CH:4][CH:5]=[C:6]([O:11][CH3:12])[C:7]=1[C:8]([OH:10])=O.S(Cl)(Cl)=O.C1(C)C=CC=CC=1.[NH2:24][C:25]1[CH:32]=[C:31]([CH3:33])[CH:30]=[CH:29][C:26]=1[C:27]#[N:28]. The product is [C:27]([C:26]1[CH:29]=[CH:30][C:31]([CH3:33])=[CH:32][C:25]=1[NH:24][C:8](=[O:10])[C:7]1[C:6]([O:11][CH3:12])=[CH:5][CH:4]=[CH:3][C:2]=1[F:1])#[N:28]. (3) The yield is 0.690. No catalyst specified. The reactants are [OH:1][C:2]1[C:7]([C:8]([F:11])([F:10])[F:9])=[CH:6][CH:5]=[CH:4][N:3]=1.S(=O)(=O)(O)O.[N+:17]([O-])([OH:19])=[O:18]. The product is [N+:17]([C:5]1[CH:6]=[C:7]([C:8]([F:9])([F:11])[F:10])[C:2]([OH:1])=[N:3][CH:4]=1)([O-:19])=[O:18]. (4) The reactants are [F:1][C:2]1[CH:3]=[C:4]2[C:8](=[CH:9][CH:10]=1)[NH:7][CH:6]=[CH:5]2.[H-].[Na+].[C:13]([Si:17](Cl)([CH3:19])[CH3:18])([CH3:16])([CH3:15])[CH3:14].O. The catalyst is C1COCC1. The product is [C:13]([Si:17]([CH3:19])([CH3:18])[N:7]1[C:8]2[C:4](=[CH:3][C:2]([F:1])=[CH:10][CH:9]=2)[CH:5]=[CH:6]1)([CH3:16])([CH3:15])[CH3:14]. The yield is 0.740.